Predict the reaction yield, written as a fraction of the theoretical maximum amount of product (1.0 means a 100% yield; for example, 0.34 means a 34% yield). From a dataset of Reaction yield outcomes from USPTO patents with 853,638 reactions. (1) The reactants are [NH:1]=[C:2]1[C:11]([C:12]#[N:13])=[C:10]([C:14]2[CH:19]=[C:18]([O:20][CH3:21])[C:17]([O:22][CH3:23])=[C:16]([Br:24])[CH:15]=2)[C:9]2[C:4](=[CH:5][C:6]([N:25]([CH3:27])[CH3:26])=[CH:7][CH:8]=2)[O:3]1.N[C:29]1OC2C(C(C3C=C(OC)C(OC)=C(Br)C=3)C=1C#N)=CC=CC=2.ClC1C(=O)C(C#N)=C(C#N)C(=O)C=1Cl. The catalyst is ClCCl.C(OCC)(=O)C. The product is [NH2:1][C:2]1[O:3][C:4]2[C:9]([C:10]([C:14]3[CH:19]=[C:18]([O:20][CH3:21])[C:17]([O:22][CH3:23])=[C:16]([Br:24])[CH:15]=3)([CH3:29])[C:11]=1[C:12]#[N:13])=[CH:8][CH:7]=[C:6]([N:25]([CH3:27])[CH3:26])[CH:5]=2. The yield is 0.790. (2) The reactants are I[C:2]1[N:3]=[C:4]([CH3:16])[N:5]([CH2:7][CH2:8][O:9][CH:10]2[CH2:15][CH2:14][CH2:13][CH2:12][O:11]2)[CH:6]=1.IC1N(CCOC2CCCCO2)C(C)=NC=1.C([Mg]Br)C.[CH3:37][Sn:38](Cl)([CH3:40])[CH3:39].[NH4+].[Cl-]. The catalyst is C(Cl)Cl. The product is [CH3:16][C:4]1[N:5]([CH2:7][CH2:8][O:9][CH:10]2[CH2:15][CH2:14][CH2:13][CH2:12][O:11]2)[CH:6]=[C:2]([Sn:38]([CH3:40])([CH3:39])[CH3:37])[N:3]=1. The yield is 0.630.